Dataset: NCI-60 drug combinations with 297,098 pairs across 59 cell lines. Task: Regression. Given two drug SMILES strings and cell line genomic features, predict the synergy score measuring deviation from expected non-interaction effect. (1) Drug 1: C(CN)CNCCSP(=O)(O)O. Drug 2: CCC1(C2=C(COC1=O)C(=O)N3CC4=CC5=C(C=CC(=C5CN(C)C)O)N=C4C3=C2)O.Cl. Cell line: A498. Synergy scores: CSS=27.7, Synergy_ZIP=-9.02, Synergy_Bliss=-5.18, Synergy_Loewe=-87.1, Synergy_HSA=-5.85. (2) Drug 2: CC1C(C(CC(O1)OC2CC(OC(C2O)C)OC3=CC4=CC5=C(C(=O)C(C(C5)C(C(=O)C(C(C)O)O)OC)OC6CC(C(C(O6)C)O)OC7CC(C(C(O7)C)O)OC8CC(C(C(O8)C)O)(C)O)C(=C4C(=C3C)O)O)O)O. Synergy scores: CSS=38.6, Synergy_ZIP=1.89, Synergy_Bliss=2.52, Synergy_Loewe=-68.6, Synergy_HSA=1.15. Cell line: 786-0. Drug 1: CC12CCC3C(C1CCC2=O)CC(=C)C4=CC(=O)C=CC34C. (3) Drug 1: CC1=C2C(C(=O)C3(C(CC4C(C3C(C(C2(C)C)(CC1OC(=O)C(C(C5=CC=CC=C5)NC(=O)C6=CC=CC=C6)O)O)OC(=O)C7=CC=CC=C7)(CO4)OC(=O)C)O)C)OC(=O)C. Drug 2: COCCOC1=C(C=C2C(=C1)C(=NC=N2)NC3=CC=CC(=C3)C#C)OCCOC.Cl. Cell line: MALME-3M. Synergy scores: CSS=41.4, Synergy_ZIP=7.02, Synergy_Bliss=9.45, Synergy_Loewe=4.90, Synergy_HSA=9.27. (4) Drug 1: C1=C(C(=O)NC(=O)N1)F. Drug 2: CC(C)NC(=O)C1=CC=C(C=C1)CNNC.Cl. Cell line: KM12. Synergy scores: CSS=4.37, Synergy_ZIP=-23.7, Synergy_Bliss=-42.2, Synergy_Loewe=-43.9, Synergy_HSA=-38.4.